From a dataset of Catalyst prediction with 721,799 reactions and 888 catalyst types from USPTO. Predict which catalyst facilitates the given reaction. (1) The catalyst class is: 22. Reactant: N[C:2]1[CH:15]=[CH:14][C:5]([C:6]([C:8]2[CH:13]=[CH:12][CH:11]=[CH:10][CH:9]=2)=[O:7])=[CH:4][CH:3]=1.C(N(CC)CC)C.C1(=O)N(CCCCCC(Cl)=O)C(=O)C=C1. Product: [C:6]([C:8]1[CH:13]=[CH:12][CH:11]=[CH:10][CH:9]=1)(=[O:7])[C:5]1[CH:14]=[CH:15][CH:2]=[CH:3][CH:4]=1. (2) Reactant: [CH3:1][CH:2]1[CH2:6][CH2:5][CH2:4][N:3]1[CH2:7][CH2:8][O:9][C:10]1[CH:15]=[CH:14][C:13]([C:16]2[O:17][CH:18]=[C:19]([CH2:21][C:22]([N:24]3[CH2:29][CH2:28][CH2:27][CH2:26][CH2:25]3)=O)[N:20]=2)=[CH:12][CH:11]=1.B.O1CCCC1.[OH-].[Na+].[Cl-].[NH4+]. Product: [CH3:1][CH:2]1[CH2:6][CH2:5][CH2:4][N:3]1[CH2:7][CH2:8][O:9][C:10]1[CH:15]=[CH:14][C:13]([C:16]2[O:17][CH:18]=[C:19]([CH2:21][CH2:22][N:24]3[CH2:29][CH2:28][CH2:27][CH2:26][CH2:25]3)[N:20]=2)=[CH:12][CH:11]=1. The catalyst class is: 7. (3) Reactant: N#N.[NH:3]1[C:7]2[CH:8]=[CH:9][CH:10]=[CH:11][C:6]=2[N:5]=[C:4]1[CH:12]([NH:23]C(=O)OC(C)(C)C)[CH2:13][C:14]1[CH:19]=[CH:18][C:17]([O:20][CH3:21])=[C:16]([F:22])[CH:15]=1.[ClH:31]. Product: [ClH:31].[ClH:31].[NH:3]1[C:7]2[CH:8]=[CH:9][CH:10]=[CH:11][C:6]=2[N:5]=[C:4]1[CH:12]([NH2:23])[CH2:13][C:14]1[CH:19]=[CH:18][C:17]([O:20][CH3:21])=[C:16]([F:22])[CH:15]=1. The catalyst class is: 135. (4) Reactant: CN1CCN(C)[C:4]2[CH:9]=NC=[CH:12][C:3]1=2.[C:13]([N:16]1[CH2:21][CH2:20][N:19]([C:22](=O)[CH3:23])[C:18]2[CH:25]=[CH:26][N:27]=[CH:28][C:17]1=2)(=O)[CH3:14]. Product: [CH2:22]([N:19]1[CH:20]2[CH:21]([CH2:12][CH2:3][CH2:4][CH2:9]2)[N:16]([CH2:13][CH3:14])[C:17]2[CH:28]=[N:27][CH:26]=[CH:25][C:18]1=2)[CH3:23]. The catalyst class is: 513. (5) Reactant: [O:1]1[CH2:3][CH:2]1[C:4]1[CH:5]=[C:6]2[C:29](=[CH:30][CH:31]=1)[C:10]1=[N:11][O:12][C:13]([C:14]3[C:18]([C:19]([F:22])([F:21])[F:20])=[C:17]([C:23]4[CH:28]=[CH:27][CH:26]=[CH:25][CH:24]=4)[O:16][N:15]=3)=[C:9]1[CH2:8][CH2:7]2.[NH:32]1[CH2:37][CH2:36][CH2:35][C@H:34]([CH2:38][C:39]([O:41][CH2:42][CH3:43])=[O:40])[CH2:33]1. Product: [OH:1][CH:2]([C:4]1[CH:5]=[C:6]2[C:29](=[CH:30][CH:31]=1)[C:10]1=[N:11][O:12][C:13]([C:14]3[C:18]([C:19]([F:22])([F:20])[F:21])=[C:17]([C:23]4[CH:24]=[CH:25][CH:26]=[CH:27][CH:28]=4)[O:16][N:15]=3)=[C:9]1[CH2:8][CH2:7]2)[CH2:3][N:32]1[CH2:37][CH2:36][CH2:35][C@H:34]([CH2:38][C:39]([O:41][CH2:42][CH3:43])=[O:40])[CH2:33]1. The catalyst class is: 41.